Task: Predict which catalyst facilitates the given reaction.. Dataset: Catalyst prediction with 721,799 reactions and 888 catalyst types from USPTO (1) Reactant: [Cl:1][C:2]1[S:6][C:5]([S:7]([NH2:10])(=[O:9])=[O:8])=[CH:4][CH:3]=1.C(N=[C:16]=[O:17])CCC.C1N2CCN(CC2)C1.C(Cl)(Cl)=O. Product: [Cl:1][C:2]1[S:6][C:5]([S:7]([N:10]=[C:16]=[O:17])(=[O:9])=[O:8])=[CH:4][CH:3]=1. The catalyst class is: 68. (2) Reactant: Br[C:2]1[CH:10]=[C:9]2[C:5]([CH:6]=[N:7][N:8]2[CH2:11][O:12][CH2:13][CH2:14][Si:15]([CH3:18])([CH3:17])[CH3:16])=[CH:4][CH:3]=1.[CH:19]1(B(O)O)[CH2:21][CH2:20]1.[O-]P([O-])([O-])=O.[K+].[K+].[K+].C1(C)C=CC=CC=1. Product: [CH:19]1([C:2]2[CH:10]=[C:9]3[C:5]([CH:6]=[N:7][N:8]3[CH2:11][O:12][CH2:13][CH2:14][Si:15]([CH3:18])([CH3:17])[CH3:16])=[CH:4][CH:3]=2)[CH2:21][CH2:20]1. The catalyst class is: 713. (3) Reactant: [CH3:1][O:2][C:3](=[O:34])[C:4]1[CH:9]=[C:8]([O:10][C:11]2[CH:16]=[CH:15][C:14]([N+:17]([O-])=O)=[C:13]([NH:20][CH2:21][CH3:22])[CH:12]=2)[CH:7]=[CH:6][C:5]=1[NH:23][S:24]([C:27]1[CH:32]=[CH:31][C:30]([CH3:33])=[CH:29][CH:28]=1)(=[O:26])=[O:25].[H][H]. Product: [CH3:1][O:2][C:3](=[O:34])[C:4]1[CH:9]=[C:8]([O:10][C:11]2[CH:16]=[CH:15][C:14]([NH2:17])=[C:13]([NH:20][CH2:21][CH3:22])[CH:12]=2)[CH:7]=[CH:6][C:5]=1[NH:23][S:24]([C:27]1[CH:28]=[CH:29][C:30]([CH3:33])=[CH:31][CH:32]=1)(=[O:26])=[O:25]. The catalyst class is: 358. (4) Reactant: N[C:2]1[CH:3]=[CH:4][CH:5]=[C:6]2[C:10]=1[C:9](=[O:11])[N:8]([CH3:12])[CH:7]2[CH3:13].N([O-])=[O:15].[Na+].O.[Na+].[Cl-]. Product: [OH:15][C:2]1[CH:3]=[CH:4][CH:5]=[C:6]2[C:10]=1[C:9](=[O:11])[N:8]([CH3:12])[CH:7]2[CH3:13]. The catalyst class is: 82. (5) Reactant: [CH2:1]([N:3]([CH2:37][CH3:38])[CH2:4][CH2:5][CH2:6][NH:7][C:8]1[N:9]=[C:10]([C:27]2[CH:28]=[C:29]([CH:33]=[CH:34][C:35]=2[CH3:36])[C:30](O)=[O:31])[C:11]2[CH:17]=[CH:16][C:15](=[O:18])[N:14]([C:19]3[C:24]([F:25])=[CH:23][CH:22]=[CH:21][C:20]=3[F:26])[C:12]=2[N:13]=1)[CH3:2].CN(C(ON1N=NC2C=CC=CC1=2)=[N+](C)C)C.F[P-](F)(F)(F)(F)F.C(N(CC)CC)C.[F:70][C:71]1[CH:77]=[CH:76][C:74]([NH2:75])=[CH:73][CH:72]=1. Product: [CH2:1]([N:3]([CH2:37][CH3:38])[CH2:4][CH2:5][CH2:6][NH:7][C:8]1[N:9]=[C:10]([C:27]2[CH:28]=[C:29]([CH:33]=[CH:34][C:35]=2[CH3:36])[C:30]([NH:75][C:74]2[CH:76]=[CH:77][C:71]([F:70])=[CH:72][CH:73]=2)=[O:31])[C:11]2[CH:17]=[CH:16][C:15](=[O:18])[N:14]([C:19]3[C:20]([F:26])=[CH:21][CH:22]=[CH:23][C:24]=3[F:25])[C:12]=2[N:13]=1)[CH3:2]. The catalyst class is: 3. (6) Reactant: [N:1]1[N:12]2[C:4]([N:5]=[C:6]3[C:10](=[C:11]2[C:13]2[CH:14]=[CH:15][C:16]4[O:20][C:19]([CH2:21][CH2:22][OH:23])=[CH:18][C:17]=4[CH:24]=2)[CH2:9][CH2:8][CH2:7]3)=[CH:3][CH:2]=1.C(N(CC)CC)C.[CH3:32][S:33](Cl)(=[O:35])=[O:34].O. Product: [N:1]1[N:12]2[C:4]([N:5]=[C:6]3[C:10](=[C:11]2[C:13]2[CH:14]=[CH:15][C:16]4[O:20][C:19]([CH2:21][CH2:22][O:23][S:33]([CH3:32])(=[O:35])=[O:34])=[CH:18][C:17]=4[CH:24]=2)[CH2:9][CH2:8][CH2:7]3)=[CH:3][CH:2]=1. The catalyst class is: 2. (7) Reactant: [CH2:1]([O:8][C:9]([N:11]1[CH2:15][CH2:14][CH2:13][CH:12]1[C:16](=[O:31])[NH:17][C:18]1[S:19][CH:20]=[C:21]([C:23]2[CH:28]=[CH:27][C:26]([CH2:29][NH2:30])=[CH:25][CH:24]=2)[N:22]=1)=[O:10])[C:2]1[CH:7]=[CH:6][CH:5]=[CH:4][CH:3]=1.C(N(CC)CC)C.[CH:39]1([C:42](Cl)=[O:43])[CH2:41][CH2:40]1. Product: [CH2:1]([O:8][C:9]([N:11]1[CH2:15][CH2:14][CH2:13][CH:12]1[C:16](=[O:31])[NH:17][C:18]1[S:19][CH:20]=[C:21]([C:23]2[CH:28]=[CH:27][C:26]([CH2:29][NH:30][C:42]([CH:39]3[CH2:41][CH2:40]3)=[O:43])=[CH:25][CH:24]=2)[N:22]=1)=[O:10])[C:2]1[CH:7]=[CH:6][CH:5]=[CH:4][CH:3]=1. The catalyst class is: 2. (8) The catalyst class is: 41. Reactant: [CH3:1][C:2]1[CH:10]=[CH:9][C:8]2[NH:7][C:6]3[CH2:11][CH2:12][N:13]([CH2:15][CH2:16][CH2:17][NH:18]C(=O)OCC)[CH2:14][C:5]=3[C:4]=2[CH:3]=1.[OH-].[K+]. Product: [CH3:1][C:2]1[CH:10]=[CH:9][C:8]2[NH:7][C:6]3[CH2:11][CH2:12][N:13]([CH2:15][CH2:16][CH2:17][NH2:18])[CH2:14][C:5]=3[C:4]=2[CH:3]=1. (9) Product: [CH3:7][C:4]([NH2:3])([CH3:8])[CH2:5][O:6][CH2:12][C:11]([CH3:13])=[CH2:10]. The catalyst class is: 3. Reactant: [H-].[Na+].[NH2:3][C:4]([CH3:8])([CH3:7])[CH2:5][OH:6].Br[CH2:10][C:11]([CH3:13])=[CH2:12]. (10) The catalyst class is: 5. Product: [C:42]([O:41][C:38](=[O:40])[CH2:39][C:3](=[O:16])[C:4]1[CH:9]=[CH:8][CH:7]=[C:6]([C:10]2[N:11]=[CH:12][CH:13]=[CH:14][N:15]=2)[CH:5]=1)([CH3:45])([CH3:44])[CH3:43]. Reactant: CO[C:3](=[O:16])[C:4]1[CH:9]=[CH:8][CH:7]=[C:6]([C:10]2[N:15]=[CH:14][CH:13]=[CH:12][N:11]=2)[CH:5]=1.N1C=CC=NC=1C1C=C(C=CC=1)C(O)=O.Cl.CCOCC.[C:38]([O:41][C:42]([CH3:45])([CH3:44])[CH3:43])(=[O:40])[CH3:39].[Li].